Dataset: NCI-60 drug combinations with 297,098 pairs across 59 cell lines. Task: Regression. Given two drug SMILES strings and cell line genomic features, predict the synergy score measuring deviation from expected non-interaction effect. (1) Drug 1: CC(C1=C(C=CC(=C1Cl)F)Cl)OC2=C(N=CC(=C2)C3=CN(N=C3)C4CCNCC4)N. Drug 2: CC1=C(C(CCC1)(C)C)C=CC(=CC=CC(=CC(=O)O)C)C. Cell line: RXF 393. Synergy scores: CSS=1.48, Synergy_ZIP=-1.49, Synergy_Bliss=-1.91, Synergy_Loewe=-0.671, Synergy_HSA=-0.487. (2) Drug 1: C1CCN(CC1)CCOC2=CC=C(C=C2)C(=O)C3=C(SC4=C3C=CC(=C4)O)C5=CC=C(C=C5)O. Drug 2: CNC(=O)C1=CC=CC=C1SC2=CC3=C(C=C2)C(=NN3)C=CC4=CC=CC=N4. Cell line: COLO 205. Synergy scores: CSS=0.270, Synergy_ZIP=4.61, Synergy_Bliss=7.40, Synergy_Loewe=0.796, Synergy_HSA=2.07. (3) Drug 1: C1=C(C(=O)NC(=O)N1)F. Drug 2: CCCCCOC(=O)NC1=NC(=O)N(C=C1F)C2C(C(C(O2)C)O)O. Cell line: HL-60(TB). Synergy scores: CSS=26.3, Synergy_ZIP=-24.6, Synergy_Bliss=-36.7, Synergy_Loewe=-48.8, Synergy_HSA=-36.8. (4) Drug 1: CN1CCC(CC1)COC2=C(C=C3C(=C2)N=CN=C3NC4=C(C=C(C=C4)Br)F)OC. Drug 2: CCC1(CC2CC(C3=C(CCN(C2)C1)C4=CC=CC=C4N3)(C5=C(C=C6C(=C5)C78CCN9C7C(C=CC9)(C(C(C8N6C)(C(=O)OC)O)OC(=O)C)CC)OC)C(=O)OC)O.OS(=O)(=O)O. Cell line: M14. Synergy scores: CSS=53.0, Synergy_ZIP=9.27, Synergy_Bliss=9.45, Synergy_Loewe=-30.8, Synergy_HSA=7.16. (5) Drug 1: CC1=CC=C(C=C1)C2=CC(=NN2C3=CC=C(C=C3)S(=O)(=O)N)C(F)(F)F. Drug 2: C1=NC2=C(N1)C(=S)N=CN2. Cell line: ACHN. Synergy scores: CSS=14.1, Synergy_ZIP=-6.78, Synergy_Bliss=2.16, Synergy_Loewe=-18.4, Synergy_HSA=-0.594. (6) Drug 1: CC12CCC3C(C1CCC2=O)CC(=C)C4=CC(=O)C=CC34C. Drug 2: CCN(CC)CCCC(C)NC1=C2C=C(C=CC2=NC3=C1C=CC(=C3)Cl)OC. Cell line: HOP-62. Synergy scores: CSS=59.6, Synergy_ZIP=-1.47, Synergy_Bliss=0.820, Synergy_Loewe=-2.98, Synergy_HSA=2.50. (7) Drug 1: CNC(=O)C1=CC=CC=C1SC2=CC3=C(C=C2)C(=NN3)C=CC4=CC=CC=N4. Drug 2: CCCCC(=O)OCC(=O)C1(CC(C2=C(C1)C(=C3C(=C2O)C(=O)C4=C(C3=O)C=CC=C4OC)O)OC5CC(C(C(O5)C)O)NC(=O)C(F)(F)F)O. Cell line: UACC62. Synergy scores: CSS=2.70, Synergy_ZIP=-1.60, Synergy_Bliss=-2.00, Synergy_Loewe=-2.22, Synergy_HSA=-1.76.